From a dataset of Reaction yield outcomes from USPTO patents with 853,638 reactions. Predict the reaction yield, written as a fraction of the theoretical maximum amount of product (1.0 means a 100% yield; for example, 0.34 means a 34% yield). (1) The catalyst is O1CCOCC1. The product is [CH2:17]([NH:24][C:13]1[CH:12]=[C:11]([CH3:16])[N:10]=[C:9]([NH2:8])[N:14]=1)[C:18]1[CH:23]=[CH:22][CH:21]=[CH:20][CH:19]=1. The yield is 0.890. The reactants are C(N(CC)CC)C.[NH2:8][C:9]1[N:14]=[C:13](Cl)[CH:12]=[C:11]([CH3:16])[N:10]=1.[CH2:17]([NH2:24])[C:18]1[CH:23]=[CH:22][CH:21]=[CH:20][CH:19]=1. (2) The reactants are [C:1]([O:5][C:6]([N:8]1[C@@H:12]([CH3:13])[CH2:11][CH2:10][C@H:9]1[C:14](O)=[O:15])=[O:7])([CH3:4])([CH3:3])[CH3:2].B.CSC.CO. The catalyst is O1CCCC1. The product is [OH:15][CH2:14][C@@H:9]1[CH2:10][CH2:11][C@H:12]([CH3:13])[N:8]1[C:6]([O:5][C:1]([CH3:2])([CH3:4])[CH3:3])=[O:7]. The yield is 0.930. (3) The reactants are [Si:1]([O:8][C@@H:9]1[C@@:28]2([CH3:29])[C:13](=[CH:14][CH:15]=[C:16]3[C@@H:27]2[CH2:26][CH2:25][C@@:24]2([CH3:30])[C@H:17]3[CH2:18][CH:19]=[C:20]2[C@H:21]([OH:23])[CH3:22])[CH2:12][C@@H:11]([O:31][Si:32]([C:35]([CH3:38])([CH3:37])[CH3:36])([CH3:34])[CH3:33])[CH2:10]1)([C:4]([CH3:7])([CH3:6])[CH3:5])([CH3:3])[CH3:2].[H-].[Na+].C1OCCOCCOCCOCCOC1.Br[CH2:57][C:58]#[C:59][C:60]([CH3:70])([O:62][Si:63]([CH2:68][CH3:69])([CH2:66][CH3:67])[CH2:64][CH3:65])[CH3:61]. The catalyst is O1CCCC1. The product is [Si:1]([O:8][C@@H:9]1[C@@:28]2([CH3:29])[C:13](=[CH:14][CH:15]=[C:16]3[C@@H:27]2[CH2:26][CH2:25][C@@:24]2([CH3:30])[C@H:17]3[CH2:18][CH:19]=[C:20]2[C@H:21]([O:23][CH2:57][C:58]#[C:59][C:60]([CH3:61])([O:62][Si:63]([CH2:68][CH3:69])([CH2:66][CH3:67])[CH2:64][CH3:65])[CH3:70])[CH3:22])[CH2:12][C@@H:11]([O:31][Si:32]([C:35]([CH3:37])([CH3:36])[CH3:38])([CH3:33])[CH3:34])[CH2:10]1)([C:4]([CH3:7])([CH3:6])[CH3:5])([CH3:3])[CH3:2]. The yield is 0.930. (4) The reactants are [OH:1][CH2:2][C:3]1[CH:4]=[C:5]2[C:10](=[CH:11][CH:12]=1)[C:9](=[O:13])[N:8]([CH2:14][CH:15]([CH3:17])[CH3:16])[C:7]([CH2:18][NH:19][C:20](=[O:26])[O:21][C:22]([CH3:25])([CH3:24])[CH3:23])=[C:6]2[C:27]1[CH:32]=[CH:31][CH:30]=[CH:29][CH:28]=1.C(N(CC)CC)C.[CH3:40][S:41](Cl)(=[O:43])=[O:42].Cl. The product is [CH3:40][S:41]([O:1][CH2:2][C:3]1[CH:4]=[C:5]2[C:10](=[CH:11][CH:12]=1)[C:9](=[O:13])[N:8]([CH2:14][CH:15]([CH3:17])[CH3:16])[C:7]([CH2:18][NH:19][C:20]([O:21][C:22]([CH3:25])([CH3:23])[CH3:24])=[O:26])=[C:6]2[C:27]1[CH:28]=[CH:29][CH:30]=[CH:31][CH:32]=1)(=[O:43])=[O:42]. The catalyst is C1(C)C=CC=CC=1.CN(C)CCN(C)C.O1CCCC1. The yield is 1.00. (5) The reactants are [NH2:1][C:2]1[CH:3]=[C:4]([CH:20]=[CH:21][CH:22]=1)[CH2:5][O:6][C:7]1[CH:12]=[CH:11][C:10]([C:13](=[O:15])[CH3:14])=[C:9]([OH:16])[C:8]=1[CH2:17][CH2:18][CH3:19].Br[C:24]1[CH:25]=[C:26]([CH:29]=[CH:30][CH:31]=1)[C:27]#[N:28].C(=O)([O-])[O-].[Cs+].[Cs+].C1OCCOCCOCCOCCOCCOC1.C1(P(C2C=CC=CC=2)C2C=CC3C(=CC=CC=3)C=2C2C3C(=CC=CC=3)C=CC=2P(C2C=CC=CC=2)C2C=CC=CC=2)C=CC=CC=1.C(O)(=O)CC(CC(O)=O)(C(O)=O)O. The catalyst is C1(C)C=CC=CC=1.C([O-])(=O)C.[Pd+2].C([O-])(=O)C. The product is [C:13]([C:10]1[CH:11]=[CH:12][C:7]([O:6][CH2:5][C:4]2[CH:3]=[C:2]([NH:1][C:24]3[CH:25]=[C:26]([CH:29]=[CH:30][CH:31]=3)[C:27]#[N:28])[CH:22]=[CH:21][CH:20]=2)=[C:8]([CH2:17][CH2:18][CH3:19])[C:9]=1[OH:16])(=[O:15])[CH3:14]. The yield is 0.680. (6) The reactants are [CH3:1][S:2]([C:5]1[N:10]=[CH:9][C:8]([C:11]2[CH:16]=[CH:15][C:14]([OH:17])=[CH:13][CH:12]=2)=[CH:7][CH:6]=1)(=[O:4])=[O:3].[C:18]([N:25]1[CH2:30][CH2:29][CH:28]([CH2:31]O)[CH2:27][CH2:26]1)([O:20][C:21]([CH3:24])([CH3:23])[CH3:22])=[O:19].C1C=CC(P(C2C=CC=CC=2)C2C=CC=CC=2)=CC=1.N(C(OC(C)C)=O)=NC(OC(C)C)=O. The catalyst is C1COCC1. The product is [CH3:1][S:2]([C:5]1[N:10]=[CH:9][C:8]([C:11]2[CH:16]=[CH:15][C:14]([O:17][CH2:31][CH:28]3[CH2:29][CH2:30][N:25]([C:18]([O:20][C:21]([CH3:22])([CH3:24])[CH3:23])=[O:19])[CH2:26][CH2:27]3)=[CH:13][CH:12]=2)=[CH:7][CH:6]=1)(=[O:4])=[O:3]. The yield is 0.750.